Dataset: Full USPTO retrosynthesis dataset with 1.9M reactions from patents (1976-2016). Task: Predict the reactants needed to synthesize the given product. (1) Given the product [ClH:17].[ClH:42].[CH2:1]([N:8]1[CH2:13][CH2:12][N:11]([CH2:18][C:19]2[CH:34]=[CH:33][C:22]([O:23][C:24]3[N:25]=[CH:26][C:27]([NH:30][C:46](=[O:47])[C:45]4[CH:49]=[CH:50][C:51]([Cl:52])=[C:43]([Cl:42])[CH:44]=4)=[CH:28][CH:29]=3)=[CH:21][CH:20]=2)[C:10](=[O:14])[CH2:9]1)[C:2]1[CH:3]=[CH:4][CH:5]=[CH:6][CH:7]=1, predict the reactants needed to synthesize it. The reactants are: [CH2:1]([N:8]1[CH2:13][CH2:12][NH:11][C:10](=[O:14])[CH2:9]1)[C:2]1[CH:7]=[CH:6][CH:5]=[CH:4][CH:3]=1.[H-].[Na+].[Cl:17][CH2:18][C:19]1[CH:34]=[CH:33][C:22]([O:23][C:24]2[CH:29]=[CH:28][C:27]([N+:30]([O-])=O)=[CH:26][N:25]=2)=[CH:21][CH:20]=1.C(N(CC)CC)C.[Cl:42][C:43]1[CH:44]=[C:45]([CH:49]=[CH:50][C:51]=1[Cl:52])[C:46](Cl)=[O:47].C(=O)(O)[O-].[Na+].Cl.C(OCC)(=O)C. (2) The reactants are: [C:1](Cl)(=[O:8])[C:2]1[CH:7]=[CH:6][CH:5]=[CH:4][CH:3]=1.[NH2:10][CH2:11][CH2:12][CH2:13][N:14]1[C:26]2[C:25]3[CH2:24][CH2:23][CH2:22][CH2:21][C:20]=3[N:19]=[C:18]([NH2:27])[C:17]=2[N:16]=[C:15]1[CH2:28][CH2:29][O:30][CH3:31].Cl.C(=O)([O-])[O-].[K+].[K+]. Given the product [NH2:27][C:18]1[C:17]2[N:16]=[C:15]([CH2:28][CH2:29][O:30][CH3:31])[N:14]([CH2:13][CH2:12][CH2:11][NH:10][C:1](=[O:8])[C:2]3[CH:7]=[CH:6][CH:5]=[CH:4][CH:3]=3)[C:26]=2[C:25]2[CH2:24][CH2:23][CH2:22][CH2:21][C:20]=2[N:19]=1, predict the reactants needed to synthesize it. (3) The reactants are: [C:1]([O:4][CH2:5][C:6]1[C:11](Cl)=[CH:10][CH:9]=[CH:8][C:7]=1[N:13]1[N:22]([CH3:23])[CH2:21][C:20]2[C:15](=[CH:16][CH:17]=[C:18]([C:24]([CH3:27])([CH3:26])[CH3:25])[CH:19]=2)[C:14]1=[O:28])(=[O:3])[CH3:2].[B:29]1([B:29]2[O:33][C:32]([CH3:35])([CH3:34])[C:31]([CH3:37])([CH3:36])[O:30]2)[O:33][C:32]([CH3:35])([CH3:34])[C:31]([CH3:37])([CH3:36])[O:30]1.C([O-])(=O)C.[K+].CC(C1C=C(C(C)C)C(C2C=CC=CC=2P(C2CCCCC2)C2CCCCC2)=C(C(C)C)C=1)C. Given the product [C:1]([O:4][CH2:5][C:6]1[C:11]([B:29]2[O:33][C:32]([CH3:35])([CH3:34])[C:31]([CH3:37])([CH3:36])[O:30]2)=[CH:10][CH:9]=[CH:8][C:7]=1[N:13]1[N:22]([CH3:23])[CH2:21][C:20]2[C:15](=[CH:16][CH:17]=[C:18]([C:24]([CH3:27])([CH3:26])[CH3:25])[CH:19]=2)[C:14]1=[O:28])(=[O:3])[CH3:2], predict the reactants needed to synthesize it. (4) Given the product [C:30]([O:33][CH2:34][C:35]1[C:36]([N:50]2[CH2:62][CH2:61][N:53]3[C:54]4[CH2:55][CH2:56][CH2:57][CH2:58][C:59]=4[CH:60]=[C:52]3[C:51]2=[O:63])=[CH:37][CH:38]=[CH:39][C:40]=1[C:2]1[CH:3]=[C:4]([NH:10][C:11]2[N:16]=[CH:15][C:14]([N:17]3[CH2:22][CH2:21][N:20]([C:23]([O:25][C:26]([CH3:29])([CH3:28])[CH3:27])=[O:24])[CH2:19][CH2:18]3)=[CH:13][CH:12]=2)[C:5](=[O:9])[N:6]([CH3:8])[CH:7]=1)(=[O:32])[CH3:31], predict the reactants needed to synthesize it. The reactants are: Br[C:2]1[CH:3]=[C:4]([NH:10][C:11]2[N:16]=[CH:15][C:14]([N:17]3[CH2:22][CH2:21][N:20]([C:23]([O:25][C:26]([CH3:29])([CH3:28])[CH3:27])=[O:24])[CH2:19][CH2:18]3)=[CH:13][CH:12]=2)[C:5](=[O:9])[N:6]([CH3:8])[CH:7]=1.[C:30]([O:33][CH2:34][C:35]1[C:40](B2OC(C)(C)C(C)(C)O2)=[CH:39][CH:38]=[CH:37][C:36]=1[N:50]1[CH2:62][CH2:61][N:53]2[C:54]3[CH2:55][CH2:56][CH2:57][CH2:58][C:59]=3[CH:60]=[C:52]2[C:51]1=[O:63])(=[O:32])[CH3:31].C([O-])([O-])=O.[Na+].[Na+].COCCOC. (5) Given the product [C:1]12([CH2:11][O:12][C:13]3[C:21]([F:22])=[CH:20][C:16]([C:17]([NH:29][S:26]([CH3:25])(=[O:28])=[O:27])=[O:18])=[C:15]([F:23])[C:14]=3[Cl:24])[CH2:10][CH:5]3[CH2:6][CH:7]([CH2:9][CH:3]([CH2:4]3)[CH2:2]1)[CH2:8]2, predict the reactants needed to synthesize it. The reactants are: [C:1]12([CH2:11][O:12][C:13]3[C:21]([F:22])=[CH:20][C:16]([C:17](O)=[O:18])=[C:15]([F:23])[C:14]=3[Cl:24])[CH2:10][CH:5]3[CH2:6][CH:7]([CH2:9][CH:3]([CH2:4]3)[CH2:2]1)[CH2:8]2.[CH3:25][S:26]([NH2:29])(=[O:28])=[O:27].